From a dataset of Reaction yield outcomes from USPTO patents with 853,638 reactions. Predict the reaction yield, written as a fraction of the theoretical maximum amount of product (1.0 means a 100% yield; for example, 0.34 means a 34% yield). (1) The reactants are [Cl:1][C:2]1[C:7]([N+:8]([O-:10])=[O:9])=[CH:6][CH:5]=[CH:4][C:3]=1[CH3:11].[Br:12]N1C(=O)CCC1=O.C(OOC(=O)C1C=CC=CC=1)(=O)C1C=CC=CC=1. The catalyst is C(Cl)(Cl)(Cl)Cl. The product is [Br:12][CH2:11][C:3]1[CH:4]=[CH:5][CH:6]=[C:7]([N+:8]([O-:10])=[O:9])[C:2]=1[Cl:1]. The yield is 0.470. (2) The reactants are [Br:1][C:2]1[C:10]2[NH:9][C:8](=O)[N:7]([CH3:12])[C:6]=2[C:5]([CH:13]([CH2:16][CH3:17])[CH2:14][CH3:15])=[CH:4][CH:3]=1.P(Cl)(Cl)([Cl:20])=O. No catalyst specified. The product is [Br:1][C:2]1[C:10]2[N:9]=[C:8]([Cl:20])[N:7]([CH3:12])[C:6]=2[C:5]([CH:13]([CH2:16][CH3:17])[CH2:14][CH3:15])=[CH:4][CH:3]=1. The yield is 0.660.